From a dataset of Peptide-MHC class II binding affinity with 134,281 pairs from IEDB. Regression. Given a peptide amino acid sequence and an MHC pseudo amino acid sequence, predict their binding affinity value. This is MHC class II binding data. The peptide sequence is TATSASAGWDTVLQS. The MHC is DRB1_0701 with pseudo-sequence DRB1_0701. The binding affinity (normalized) is 0.230.